Dataset: Reaction yield outcomes from USPTO patents with 853,638 reactions. Task: Predict the reaction yield, written as a fraction of the theoretical maximum amount of product (1.0 means a 100% yield; for example, 0.34 means a 34% yield). The reactants are Cl.[CH2:2]([O:6][C:7]([C:9]1([NH2:14])[CH2:13][CH2:12][O:11][CH2:10]1)=[O:8])[CH:3]([CH3:5])[CH3:4].[Cl:15][C:16]1[S:20][C:19]([C:21](O)=[O:22])=[CH:18][CH:17]=1.C1C=CC2N(O)N=NC=2C=1.CCN=C=NCCCN(C)C.Cl. The catalyst is CN(C=O)C.O.CCOC(C)=O.C(N(CC)CC)C. The product is [CH2:2]([O:6][C:7]([C:9]1([NH:14][C:21]([C:19]2[S:20][C:16]([Cl:15])=[CH:17][CH:18]=2)=[O:22])[CH2:13][CH2:12][O:11][CH2:10]1)=[O:8])[CH:3]([CH3:5])[CH3:4]. The yield is 0.820.